This data is from HIV replication inhibition screening data with 41,000+ compounds from the AIDS Antiviral Screen. The task is: Binary Classification. Given a drug SMILES string, predict its activity (active/inactive) in a high-throughput screening assay against a specified biological target. (1) The compound is OCC1CC(F)C(n2cnc3c(Br)ncnc32)O1. The result is 0 (inactive). (2) The compound is CCCCCCCCCCCCCCCc1cc(O)ccc1N=O. The result is 0 (inactive). (3) The molecule is CN1CCN(CCCCN2c3ccccc3Sc3cc(N=[N+]=[N-])ccc32)CC1.O=C(O)C=CC(=O)O. The result is 0 (inactive).